From a dataset of Full USPTO retrosynthesis dataset with 1.9M reactions from patents (1976-2016). Predict the reactants needed to synthesize the given product. Given the product [CH2:1]([O:3][C:4]1[CH:10]=[CH:9][C:7]([NH:8][CH:28]([CH2:27][CH:26]([CH3:31])[CH3:25])[CH3:29])=[CH:6][CH:5]=1)[CH3:2], predict the reactants needed to synthesize it. The reactants are: [CH2:1]([O:3][C:4]1[CH:10]=[CH:9][C:7]([NH2:8])=[CH:6][CH:5]=1)[CH3:2].C(O[BH-](OC(=O)C)OC(=O)C)(=O)C.[Na+].[CH3:25][CH:26]([CH3:31])[CH2:27][C:28](=O)[CH3:29].C([O-])(O)=O.[Na+].